Task: Predict the reactants needed to synthesize the given product.. Dataset: Full USPTO retrosynthesis dataset with 1.9M reactions from patents (1976-2016) (1) Given the product [CH3:16][C:15]([CH3:18])([CH3:17])[C@H:14]([NH:19][C:20](=[O:23])[O:21][CH3:22])[C:13]([NH:12][C@H:4]([C@@H:3]1[CH2:2][O:25]1)[CH2:5][C:6]1[CH:11]=[CH:10][CH:9]=[CH:8][CH:7]=1)=[O:24], predict the reactants needed to synthesize it. The reactants are: Cl[CH2:2][C@H:3]([OH:25])[C@@H:4]([NH:12][C:13](=[O:24])[C@@H:14]([NH:19][C:20](=[O:23])[O:21][CH3:22])[C:15]([CH3:18])([CH3:17])[CH3:16])[CH2:5][C:6]1[CH:11]=[CH:10][CH:9]=[CH:8][CH:7]=1.O1CCCC1.[OH-].[K+].P([O-])(O)(O)=O.[Na+]. (2) Given the product [C:1]([N:5]1[C:9]([C:10]2[CH:11]=[CH:12][C:13]([F:16])=[CH:14][CH:15]=2)=[C:8]([C:17]2[S:18][CH:19]=[C:20]([CH2:22][C:23]([OH:25])=[O:24])[N:21]=2)[CH:7]=[N:6]1)([CH3:4])([CH3:2])[CH3:3], predict the reactants needed to synthesize it. The reactants are: [C:1]([N:5]1[C:9]([C:10]2[CH:15]=[CH:14][C:13]([F:16])=[CH:12][CH:11]=2)=[C:8]([C:17]2[S:18][CH:19]=[C:20]([CH2:22][C:23]([O:25]CC)=[O:24])[N:21]=2)[CH:7]=[N:6]1)([CH3:4])([CH3:3])[CH3:2].[OH-].[Na+]. (3) Given the product [Br:1][C:2]1[CH:3]=[CH:4][C:5]([C:8]2([C:9]([O:11][CH2:12][CH3:13])=[O:10])[CH2:21][CH2:20][O:19][CH2:18][CH2:17]2)=[CH:6][CH:7]=1, predict the reactants needed to synthesize it. The reactants are: [Br:1][C:2]1[CH:7]=[CH:6][C:5]([CH2:8][C:9]([O:11][CH2:12][CH3:13])=[O:10])=[CH:4][CH:3]=1.[H-].[Na+].Br[CH2:17][CH2:18][O:19][CH2:20][CH2:21]Br.[Cl-].[NH4+]. (4) Given the product [CH2:1]([CH:3]([NH:6][C:7]1[CH:12]=[C:11]([CH3:13])[N:10]=[C:9]([O:14][C:15]2[C:16]([CH3:24])=[CH:17][C:18]([CH2:22][O:23][CH3:28])=[CH:19][C:20]=2[CH3:21])[C:8]=1[CH3:25])[CH2:4][CH3:5])[CH3:2], predict the reactants needed to synthesize it. The reactants are: [CH2:1]([CH:3]([NH:6][C:7]1[CH:12]=[C:11]([CH3:13])[N:10]=[C:9]([O:14][C:15]2[C:20]([CH3:21])=[CH:19][C:18]([CH2:22][OH:23])=[CH:17][C:16]=2[CH3:24])[C:8]=1[CH3:25])[CH2:4][CH3:5])[CH3:2].[OH-].[Na+].[CH3:28]I. (5) Given the product [CH2:1]([O:3][C:4]1[NH:5][C:6]([C:9]2[C:10]([CH2:34][CH3:35])=[CH:11][C:12]([CH2:32][CH3:33])=[C:13]([CH:31]=2)[C:14]([N:16]2[CH2:21][CH2:20][CH:19]([C:22]3[CH:23]=[CH:24][C:25]([C:26]#[N:28])=[CH:29][CH:30]=3)[CH2:18][CH2:17]2)=[O:15])=[N:7][N:8]=1)[CH3:2], predict the reactants needed to synthesize it. The reactants are: [CH2:1]([O:3][C:4]1[NH:5][C:6]([C:9]2[C:10]([CH2:34][CH3:35])=[CH:11][C:12]([CH2:32][CH3:33])=[C:13]([CH:31]=2)[C:14]([N:16]2[CH2:21][CH2:20][CH:19]([C:22]3[CH:30]=[CH:29][C:25]([C:26]([NH2:28])=O)=[CH:24][CH:23]=3)[CH2:18][CH2:17]2)=[O:15])=[N:7][N:8]=1)[CH3:2].C(N(CC)CC)C.O(C(C(F)(F)F)=O)C(C(F)(F)F)=O. (6) Given the product [Cl:1][C:2]1[CH:3]=[CH:4][C:5]([C:8]2[C:14]3[C:15]([CH3:19])=[C:16]([CH3:18])[S:17][C:13]=3[N:12]3[C:20]([CH3:23])=[N:21][N:22]=[C:11]3[C:10]3([CH2:25][CH2:26][CH2:24]3)[N:9]=2)=[CH:6][CH:7]=1, predict the reactants needed to synthesize it. The reactants are: [Cl:1][C:2]1[CH:7]=[CH:6][C:5]([C:8]2[C:14]3[C:15]([CH3:19])=[C:16]([CH3:18])[S:17][C:13]=3[N:12]3[C:20]([CH3:23])=[N:21][N:22]=[C:11]3[C@@:10]3([CH2:25][C@H:24]3[CH2:26]OC)[N:9]=2)=[CH:4][CH:3]=1.FC(F)(F)C(O)=O.ClC1C=CC(C2C3C(C)=C(C)SC=3NC(=O)C3(CCC3)N=2)=CC=1.